Task: Predict the reactants needed to synthesize the given product.. Dataset: Full USPTO retrosynthesis dataset with 1.9M reactions from patents (1976-2016) (1) Given the product [CH:19]1([C:13]2[C:12]3[C:16](=[CH:17][C:9]([C:7]([NH:6][S:3](=[O:4])(=[O:5])[N:2]([CH3:18])[CH3:1])=[O:8])=[CH:10][CH:11]=3)[NH:15][CH:14]=2)[CH2:24][CH2:23][CH2:22][CH2:21][CH2:20]1, predict the reactants needed to synthesize it. The reactants are: [CH3:1][N:2]([CH3:18])[S:3]([NH:6][C:7]([C:9]1[CH:17]=[C:16]2[C:12]([CH:13]=[CH:14][NH:15]2)=[CH:11][CH:10]=1)=[O:8])(=[O:5])=[O:4].[C:19]1(=O)[CH2:24][CH2:23][CH2:22][CH2:21][CH2:20]1.C([SiH](CC)CC)C.FC(F)(F)C(O)=O. (2) Given the product [Br:1][C:2]1[CH:3]=[CH:4][C:5]2[N:9]=[CH:8][N:7]([CH2:10][CH:11]3[CH2:12][CH2:21][CH2:16][CH2:17][CH2:13]3)[C:6]=2[CH:14]=1, predict the reactants needed to synthesize it. The reactants are: [Br:1][C:2]1[CH:3]=[CH:4][C:5]2[N:9]=[CH:8][N:7]([CH2:10][CH:11]([CH3:13])[CH3:12])[C:6]=2[CH:14]=1.Br[C:16]1[CH:21]=C(NCC2CCCCC2)C(N)=C[CH:17]=1. (3) Given the product [Cl:1][C:2]1[CH:3]=[C:4]([C:5](=[O:6])[CH3:15])[CH:11]=[C:12]([Cl:14])[CH:13]=1, predict the reactants needed to synthesize it. The reactants are: [Cl:1][C:2]1[CH:3]=[C:4]([CH:11]=[C:12]([Cl:14])[CH:13]=1)[C:5](N(OC)C)=[O:6].[CH3:15][Mg]Br.Cl. (4) Given the product [N+:26]([C:23]1[CH:24]=[CH:25][C:20]([CH2:19][CH2:18][N:8]2[CH2:9][CH2:10][NH:11][CH2:12][C:13]2=[O:14])=[CH:21][CH:22]=1)([O-:28])=[O:27], predict the reactants needed to synthesize it. The reactants are: C(OC([N:8]([CH2:18][CH2:19][C:20]1[CH:25]=[CH:24][C:23]([N+:26]([O-:28])=[O:27])=[CH:22][CH:21]=1)[CH2:9][CH2:10][NH:11][CH2:12][C:13](OCC)=[O:14])=O)(C)(C)C.Cl.C(N(CC)CC)C. (5) Given the product [C:19]([O:22][C:23](=[O:24])[NH:14][C:10]1[CH2:11][O:12][CH2:13][C:8]([C:4]2[CH:5]=[CH:6][CH:7]=[C:2]([Br:1])[CH:3]=2)([CH:15]([F:16])[F:17])[N:9]=1)([CH3:21])([CH3:20])[CH3:18], predict the reactants needed to synthesize it. The reactants are: [Br:1][C:2]1[CH:3]=[C:4]([C:8]2([CH:15]([F:17])[F:16])[CH2:13][O:12][CH2:11][C:10]([NH2:14])=[N:9]2)[CH:5]=[CH:6][CH:7]=1.[CH3:18][C:19]([O:22][C:23](O[C:23]([O:22][C:19]([CH3:21])([CH3:20])[CH3:18])=[O:24])=[O:24])([CH3:21])[CH3:20].CCN(C(C)C)C(C)C.